This data is from Reaction yield outcomes from USPTO patents with 853,638 reactions. The task is: Predict the reaction yield, written as a fraction of the theoretical maximum amount of product (1.0 means a 100% yield; for example, 0.34 means a 34% yield). (1) The reactants are C([Si]([O:8][CH2:9][C:10]1[CH:15]=[CH:14][C:13]([C:16]2[CH:21]=[C:20]([O:22][CH3:23])[CH:19]=[CH:18][C:17]=2[F:24])=[C:12]([C:25]2([O:30][CH3:31])[CH2:29][CH2:28][CH2:27][CH2:26]2)[CH:11]=1)(C)C)(C)(C)C.CC1C=CC(S([O-])(=O)=O)=CC=1.C1C=C[NH+]=CC=1. The catalyst is CO. The product is [F:24][C:17]1[CH:18]=[CH:19][C:20]([O:22][CH3:23])=[CH:21][C:16]=1[C:13]1[CH:14]=[CH:15][C:10]([CH2:9][OH:8])=[CH:11][C:12]=1[C:25]1([O:30][CH3:31])[CH2:26][CH2:27][CH2:28][CH2:29]1. The yield is 0.610. (2) The reactants are [OH:1][CH2:2][C:3]1[CH:4]=[C:5]([CH:10]=[CH:11][CH:12]=1)[C:6]([O:8]C)=[O:7].[OH-].[Na+]. The catalyst is CO. The product is [OH:1][CH2:2][C:3]1[CH:4]=[C:5]([CH:10]=[CH:11][CH:12]=1)[C:6]([OH:8])=[O:7]. The yield is 0.880. (3) The reactants are [N+:1]([C:4]1[N:9]=[CH:8][C:7]([N:10]2[CH2:15][CH2:14][N:13]([C:16]([O:18][C:19]([CH3:22])([CH3:21])[CH3:20])=[O:17])[CH2:12][CH2:11]2)=[CH:6][CH:5]=1)([O-])=O. The catalyst is [Pd].C(O)C. The product is [NH2:1][C:4]1[N:9]=[CH:8][C:7]([N:10]2[CH2:15][CH2:14][N:13]([C:16]([O:18][C:19]([CH3:22])([CH3:21])[CH3:20])=[O:17])[CH2:12][CH2:11]2)=[CH:6][CH:5]=1. The yield is 0.970. (4) The reactants are [Cl:1][C:2]1[CH:10]=[CH:9][C:5]([C:6]([NH2:8])=O)=[C:4]([N:11]([CH2:13][CH2:14][O:15][CH3:16])[CH3:12])[N:3]=1.N1C=CC=CC=1.O=P(Cl)(Cl)Cl.[OH-].[Na+]. The catalyst is C(#N)C. The product is [Cl:1][C:2]1[CH:10]=[CH:9][C:5]([C:6]#[N:8])=[C:4]([N:11]([CH2:13][CH2:14][O:15][CH3:16])[CH3:12])[N:3]=1. The yield is 0.900. (5) The reactants are [F:1][C:2]([F:13])([F:12])[O:3][C:4]1[CH:10]=[CH:9][C:7](C)([NH2:8])[CH2:6][CH:5]=1.[C:14]([C:18]1[CH:33]=[CH:32][CH:31]=[CH:30][C:19]=1[O:20][C:21]1[C:26]([N:27]=[C:28]=[S:29])=[CH:25][CH:24]=[CH:23][N:22]=1)([CH3:17])([CH3:16])[CH3:15].[CH2:34]1COCC1. No catalyst specified. The product is [C:14]([C:18]1[CH:33]=[CH:32][CH:31]=[CH:30][C:19]=1[O:20][C:21]1[C:26]([NH:27][C:28]([NH:8][C:7]2[CH:6]=[CH:5][C:4]([O:3][C:2]([F:1])([F:12])[F:13])=[CH:10][C:9]=2[CH3:34])=[S:29])=[CH:25][CH:24]=[CH:23][N:22]=1)([CH3:17])([CH3:15])[CH3:16]. The yield is 0.450. (6) The reactants are COC1C=CC(P2(SP(C3C=CC(OC)=CC=3)(=S)S2)=[S:10])=CC=1.[F:23][C:24]([F:38])([F:37])[C:25]1[CH:30]=[CH:29][N:28]2[C:31]([C:34]([NH2:36])=O)=[CH:32][N:33]=[C:27]2[N:26]=1. The catalyst is C1(C)C=CC=CC=1. The product is [F:23][C:24]([F:38])([F:37])[C:25]1[CH:30]=[CH:29][N:28]2[C:31]([C:34](=[S:10])[NH2:36])=[CH:32][N:33]=[C:27]2[N:26]=1. The yield is 0.930. (7) The reactants are Cl[C:2]1[CH:3]=[C:4]([CH:25]=[C:26]([CH3:28])[N:27]=1)[C:5]([NH:7][C:8]1[S:9][C:10]2[C:16]([N:17]3[CH2:22][CH2:21][O:20][CH2:19][CH2:18]3)=[CH:15][CH:14]=[C:13]([O:23][CH3:24])[C:11]=2[N:12]=1)=[O:6].[I-:29].[Na+].I. The catalyst is CC(CC)=O.O1CCOCC1. The product is [I:29][C:2]1[CH:3]=[C:4]([CH:25]=[C:26]([CH3:28])[N:27]=1)[C:5]([NH:7][C:8]1[S:9][C:10]2[C:16]([N:17]3[CH2:22][CH2:21][O:20][CH2:19][CH2:18]3)=[CH:15][CH:14]=[C:13]([O:23][CH3:24])[C:11]=2[N:12]=1)=[O:6]. The yield is 0.0700. (8) The reactants are [Cl:1][C:2]1[C:7]([CH:8]([C:10]2[CH:15]=[CH:14][C:13]([O:16][CH3:17])=[CH:12][CH:11]=2)[OH:9])=[CH:6][N:5]=[C:4]2[NH:18][CH:19]=[CH:20][C:3]=12.C(Cl)Cl.CC(OI1(OC(C)=O)(OC(C)=O)OC(=O)C2C=CC=CC1=2)=O. The catalyst is O. The product is [Cl:1][C:2]1[C:7]([C:8]([C:10]2[CH:11]=[CH:12][C:13]([O:16][CH3:17])=[CH:14][CH:15]=2)=[O:9])=[CH:6][N:5]=[C:4]2[NH:18][CH:19]=[CH:20][C:3]=12. The yield is 0.920. (9) The reactants are [N:1]1([CH:7]2[CH2:12][CH2:11][CH:10]([OH:13])[CH2:9][CH2:8]2)[CH2:6][CH2:5][O:4][CH2:3][CH2:2]1.[H-].[Na+].Cl[C:17]1[C:18]2[CH:25]=[C:24]([CH2:26][CH2:27][NH:28][C:29](=[O:35])[O:30][C:31]([CH3:34])([CH3:33])[CH3:32])[S:23][C:19]=2[N:20]=[CH:21][N:22]=1. The yield is 0.390. The catalyst is C1COCC1. The product is [N:1]1([CH:7]2[CH2:8][CH2:9][CH:10]([O:13][C:17]3[C:18]4[CH:25]=[C:24]([CH2:26][CH2:27][NH:28][C:29](=[O:35])[O:30][C:31]([CH3:33])([CH3:32])[CH3:34])[S:23][C:19]=4[N:20]=[CH:21][N:22]=3)[CH2:11][CH2:12]2)[CH2:2][CH2:3][O:4][CH2:5][CH2:6]1.